From a dataset of hERG Central: cardiac toxicity at 1µM, 10µM, and general inhibition. Predict hERG channel inhibition at various concentrations. (1) The drug is Cl.Fc1ccc(COc2ccc(Br)cc2CNCc2ccncc2)cc1. Results: hERG_inhib (hERG inhibition (general)): blocker. (2) The molecule is COc1cc2nc(N(CCCN(C)C)C(=O)c3ccc(S(=O)(=O)N(C)C4CCCCC4)cc3)sc2cc1OC.Cl. Results: hERG_inhib (hERG inhibition (general)): blocker. (3) The molecule is O=C(c1ccc(Cn2cc(Cl)cn2)cc1)N1CCN(c2ccccc2)CC1. Results: hERG_inhib (hERG inhibition (general)): blocker. (4) The drug is O=C(O)C(=O)O.O=C(c1ccccc1F)N1CCN(C2CCC(c3ccccc3)CC2)CC1. Results: hERG_inhib (hERG inhibition (general)): blocker. (5) The compound is CCN(CC(=O)NCc1cccs1)C(=O)CCCOc1ccc(C(C)(C)C)cc1. Results: hERG_inhib (hERG inhibition (general)): blocker. (6) The molecule is COc1ccccc1C(=O)NC(CCSC)C(=O)N1CCN(C/C=C/c2ccccc2)CC1. Results: hERG_inhib (hERG inhibition (general)): blocker.